This data is from Peptide-MHC class I binding affinity with 185,985 pairs from IEDB/IMGT. The task is: Regression. Given a peptide amino acid sequence and an MHC pseudo amino acid sequence, predict their binding affinity value. This is MHC class I binding data. (1) The peptide sequence is QQICSNFKI. The MHC is HLA-A23:01 with pseudo-sequence HLA-A23:01. The binding affinity (normalized) is 0.575. (2) The peptide sequence is DILGVLTIK. The MHC is HLA-A31:01 with pseudo-sequence HLA-A31:01. The binding affinity (normalized) is 0.127. (3) The peptide sequence is WMMLLIAQA. The MHC is HLA-A02:01 with pseudo-sequence HLA-A02:01. The binding affinity (normalized) is 0.601. (4) The binding affinity (normalized) is 0.575. The MHC is Patr-B0101 with pseudo-sequence Patr-B0101. The peptide sequence is ATAFVGAGL. (5) The peptide sequence is IVCIVAAVII. The MHC is HLA-A68:02 with pseudo-sequence HLA-A68:02. The binding affinity (normalized) is 0.261. (6) The peptide sequence is VMEITAEWLW. The MHC is HLA-B53:01 with pseudo-sequence HLA-B53:01. The binding affinity (normalized) is 0.359. (7) The peptide sequence is KSISSIFGY. The MHC is HLA-B57:01 with pseudo-sequence HLA-B57:01. The binding affinity (normalized) is 0.666. (8) The peptide sequence is QMNSLRAEDT. The MHC is HLA-A02:03 with pseudo-sequence HLA-A02:03. The binding affinity (normalized) is 0.155.